This data is from NCI-60 drug combinations with 297,098 pairs across 59 cell lines. The task is: Regression. Given two drug SMILES strings and cell line genomic features, predict the synergy score measuring deviation from expected non-interaction effect. (1) Drug 1: CC1C(C(CC(O1)OC2CC(CC3=C2C(=C4C(=C3O)C(=O)C5=C(C4=O)C(=CC=C5)OC)O)(C(=O)C)O)N)O.Cl. Drug 2: C(CCl)NC(=O)N(CCCl)N=O. Cell line: MCF7. Synergy scores: CSS=16.3, Synergy_ZIP=0.663, Synergy_Bliss=3.56, Synergy_Loewe=-34.4, Synergy_HSA=-0.627. (2) Drug 1: CC12CCC(CC1=CCC3C2CCC4(C3CC=C4C5=CN=CC=C5)C)O. Drug 2: C1=NNC2=C1C(=O)NC=N2. Cell line: SK-OV-3. Synergy scores: CSS=1.32, Synergy_ZIP=-0.495, Synergy_Bliss=1.35, Synergy_Loewe=-0.0891, Synergy_HSA=0.466.